This data is from Reaction yield outcomes from USPTO patents with 853,638 reactions. The task is: Predict the reaction yield, written as a fraction of the theoretical maximum amount of product (1.0 means a 100% yield; for example, 0.34 means a 34% yield). (1) The reactants are [CH2:1]1[C:5]2[CH:6]=[CH:7][C:8]([NH2:10])=[CH:9][C:4]=2[CH2:3][O:2]1.[CH:11](O)=[O:12]. No catalyst specified. The product is [CH2:1]1[C:5]2[CH:6]=[CH:7][C:8]([NH:10][CH:11]=[O:12])=[CH:9][C:4]=2[CH2:3][O:2]1. The yield is 0.690. (2) The reactants are [NH:1]1[C:11]2[C:6](=[CH:7][CH:8]=[CH:9][CH:10]=2)[C:4](=O)[C:2]1=[O:3].[NH2:12][C:13]1[CH:14]=[C:15]2[C:19](=[CH:20][CH:21]=1)[NH:18][N:17]=[CH:16]2. The yield is 0.630. The product is [NH:18]1[C:19]2[C:15](=[CH:14][C:13]([N:12]=[C:4]3[C:6]4[C:11](=[CH:10][CH:9]=[CH:8][CH:7]=4)[NH:1][C:2]3=[O:3])=[CH:21][CH:20]=2)[CH:16]=[N:17]1. The catalyst is CC(O)=O. (3) The reactants are [Cl:1][C:2]1[CH:7]=[C:6](F)[CH:5]=[CH:4][C:3]=1[N+:9]([O-:11])=[O:10].[N:12]1([C:18]([O:20][C:21]([CH3:24])([CH3:23])[CH3:22])=[O:19])[CH2:17][CH2:16][NH:15][CH2:14][CH2:13]1.C([O-])([O-])=O.[K+].[K+]. The catalyst is CN(C=O)C. The product is [Cl:1][C:2]1[CH:7]=[C:6]([N:15]2[CH2:14][CH2:13][N:12]([C:18]([O:20][C:21]([CH3:24])([CH3:23])[CH3:22])=[O:19])[CH2:17][CH2:16]2)[CH:5]=[CH:4][C:3]=1[N+:9]([O-:11])=[O:10]. The yield is 0.894. (4) The reactants are [I-].[CH3:2][P+](C1C=CC=CC=1)(C1C=CC=CC=1)C1C=CC=CC=1.CC(C)([O-])C.[K+].[CH:28]1[C:37]2[C:32](=[CH:33][CH:34]=[CH:35][CH:36]=2)[CH:31]=[C:30]([S:38][C:39]2[CH:44]=[CH:43][CH:42]=[CH:41][C:40]=2[CH:45]=O)[CH:29]=1.C(=O)(O)[O-].[Na+]. The catalyst is CCOCC. The product is [CH:28]1[C:37]2[C:32](=[CH:33][CH:34]=[CH:35][CH:36]=2)[CH:31]=[C:30]([S:38][C:39]2[CH:44]=[CH:43][CH:42]=[CH:41][C:40]=2[CH:45]=[CH2:2])[CH:29]=1. The yield is 0.810. (5) The reactants are [CH2:1]([O:3][C:4]([C:6]1[C:15](=[O:16])[C:14]2[C:9](=[C:10]([CH:36]=[O:37])[C:11]([N:18]3[CH2:22][C@H:21]([NH:23][C:24]([O:26][CH2:27][C:28]4[CH:33]=[CH:32][CH:31]=[CH:30][CH:29]=4)=[O:25])[CH2:20][C@H:19]3[CH2:34][OH:35])=[C:12]([F:17])[CH:13]=2)[N:8]([CH:38]2[CH2:40][CH2:39]2)[CH:7]=1)=[O:5])[CH3:2].C(O[BH-](OC(=O)C)OC(=O)C)(=O)C.[Na+]. The yield is 0.780. The product is [CH2:1]([O:3][C:4]([C:6]1[C:15](=[O:16])[C:14]2[C:9](=[C:10]([CH2:36][OH:37])[C:11]([N:18]3[CH2:22][C@H:21]([NH:23][C:24]([O:26][CH2:27][C:28]4[CH:33]=[CH:32][CH:31]=[CH:30][CH:29]=4)=[O:25])[CH2:20][C@H:19]3[CH2:34][OH:35])=[C:12]([F:17])[CH:13]=2)[N:8]([CH:38]2[CH2:39][CH2:40]2)[CH:7]=1)=[O:5])[CH3:2]. The catalyst is C(Cl)Cl. (6) The reactants are [CH3:1][C:2]1[CH:3]=[C:4]([CH:6]=[C:7]([CH2:16][N:17]2[CH2:22][CH2:21][O:20][CH2:19][CH2:18]2)[C:8]=1[N:9]1[CH2:14][CH2:13][N:12]([CH3:15])[CH2:11][CH2:10]1)[NH2:5].Cl[C:24]1[C:33]2[C:28](=[CH:29][C:30]([Cl:34])=[CH:31][CH:32]=2)[N:27]=[CH:26][CH:25]=1.Cl. The catalyst is C(#N)C. The product is [Cl:34][C:30]1[CH:29]=[C:28]2[C:33]([C:24]([NH:5][C:4]3[CH:6]=[C:7]([CH2:16][N:17]4[CH2:22][CH2:21][O:20][CH2:19][CH2:18]4)[C:8]([N:9]4[CH2:14][CH2:13][N:12]([CH3:15])[CH2:11][CH2:10]4)=[C:2]([CH3:1])[CH:3]=3)=[CH:25][CH:26]=[N:27]2)=[CH:32][CH:31]=1. The yield is 0.620.